From a dataset of Reaction yield outcomes from USPTO patents with 853,638 reactions. Predict the reaction yield, written as a fraction of the theoretical maximum amount of product (1.0 means a 100% yield; for example, 0.34 means a 34% yield). (1) The reactants are Br[C:2]1[CH:9]=[C:8]([N:10]2[C:18]3[CH2:17][C:16]([CH3:20])([CH3:19])[CH2:15][C:14](=[O:21])[C:13]=3[C:12]([C:22]([F:25])([F:24])[F:23])=[N:11]2)[CH:7]=[CH:6][C:3]=1[C:4]#[N:5].[CH3:26][N:27]([CH3:40])[CH2:28][CH2:29][O:30][C:31]1[CH:32]=[C:33]([NH2:39])[CH:34]=[CH:35][C:36]=1[O:37][CH3:38].CC([O-:45])(C)C.[Na+].[OH-].[Na+].OO. The catalyst is C1(C)C=CC=CC=1.CC([O-])=O.CC([O-])=O.[Pd+2].C1C=CC(P(C2C=CC=CC=2)[C-]2C=CC=C2)=CC=1.C1C=CC(P(C2C=CC=CC=2)[C-]2C=CC=C2)=CC=1.[Fe+2]. The product is [CH3:40][N:27]([CH3:26])[CH2:28][CH2:29][O:30][C:31]1[CH:32]=[C:33]([NH:39][C:2]2[CH:9]=[C:8]([N:10]3[C:18]4[CH2:17][C:16]([CH3:20])([CH3:19])[CH2:15][C:14](=[O:21])[C:13]=4[C:12]([C:22]([F:25])([F:24])[F:23])=[N:11]3)[CH:7]=[CH:6][C:3]=2[C:4]([NH2:5])=[O:45])[CH:34]=[CH:35][C:36]=1[O:37][CH3:38]. The yield is 0.710. (2) The reactants are Br[C:2]1[C:3]([NH2:9])=[N:4][CH:5]=[C:6]([Br:8])[N:7]=1.C(N(CC)CC)C.[CH3:17][Si:18]([C:21]#[CH:22])([CH3:20])[CH3:19]. The catalyst is CN(C=O)C.[Pd].[Cu]I. The product is [Br:8][C:6]1[N:7]=[C:2]([C:22]#[C:21][Si:18]([CH3:20])([CH3:19])[CH3:17])[C:3]([NH2:9])=[N:4][CH:5]=1. The yield is 0.710. (3) The reactants are [NH2:1][C:2]1[C:3]([C:9](O)=O)=[N:4][C:5]([Br:8])=[CH:6][N:7]=1.[CH3:12][C:13]1[CH:14]=[C:15]([NH2:20])[C:16]([NH2:19])=[CH:17][CH:18]=1.C(OP(C#N)(OCC)=O)C.C(N(CC)CC)C. The catalyst is COCCOC.CCOC(C)=O. The product is [Br:8][C:5]1[N:4]=[C:3]([C:9]2[NH:20][C:15]3[CH:14]=[C:13]([CH3:12])[CH:18]=[CH:17][C:16]=3[N:19]=2)[C:2]([NH2:1])=[N:7][CH:6]=1. The yield is 0.460. (4) The reactants are C[O:2][C:3]1[CH:20]=[CH:19][C:6]2[N:7]=[C:8]([C:10]3[CH:15]=[CH:14][CH:13]=[C:12]([O:16]C)[C:11]=3[CH3:18])[S:9][C:5]=2[CH:4]=1.B(Br)(Br)Br. No catalyst specified. The product is [OH:2][C:3]1[CH:20]=[CH:19][C:6]2[N:7]=[C:8]([C:10]3[CH:15]=[CH:14][CH:13]=[C:12]([OH:16])[C:11]=3[CH3:18])[S:9][C:5]=2[CH:4]=1. The yield is 0.900.